Regression. Given two drug SMILES strings and cell line genomic features, predict the synergy score measuring deviation from expected non-interaction effect. From a dataset of NCI-60 drug combinations with 297,098 pairs across 59 cell lines. Drug 1: CN(CC1=CN=C2C(=N1)C(=NC(=N2)N)N)C3=CC=C(C=C3)C(=O)NC(CCC(=O)O)C(=O)O. Drug 2: CC1C(C(CC(O1)OC2CC(CC3=C2C(=C4C(=C3O)C(=O)C5=C(C4=O)C(=CC=C5)OC)O)(C(=O)CO)O)N)O.Cl. Cell line: MOLT-4. Synergy scores: CSS=44.0, Synergy_ZIP=-14.0, Synergy_Bliss=-25.9, Synergy_Loewe=-23.0, Synergy_HSA=-21.6.